From a dataset of Full USPTO retrosynthesis dataset with 1.9M reactions from patents (1976-2016). Predict the reactants needed to synthesize the given product. (1) Given the product [NH2:25][C:19]1[C:20]([NH:24][C:26](=[O:27])[O:28][CH3:29])=[C:21]([NH2:23])[N:22]=[C:17]([N:10]2[C:11]3[C:16](=[CH:15][CH:14]=[CH:13][CH:12]=3)[C:8]([S:7][C:2]3[CH:3]=[CH:4][CH:5]=[CH:6][N:1]=3)=[N:9]2)[N:18]=1, predict the reactants needed to synthesize it. The reactants are: [N:1]1[CH:6]=[CH:5][CH:4]=[CH:3][C:2]=1[S:7][C:8]1[C:16]2[C:11](=[CH:12][CH:13]=[CH:14][CH:15]=2)[N:10]([C:17]2[N:22]=[C:21]([NH2:23])[C:20]([NH2:24])=[C:19]([NH2:25])[N:18]=2)[N:9]=1.[C:26](O[C:26]([O:28][CH3:29])=[O:27])([O:28][CH3:29])=[O:27]. (2) Given the product [CH3:12][O:13][C:14]1[CH:19]=[CH:18][C:17]([S:20]([O-:22])=[O:21])=[CH:16][C:15]=1[N+:24]([O-:26])=[O:25].[Na+:5], predict the reactants needed to synthesize it. The reactants are: [O-]S([O-])=O.[Na+:5].[Na+].C([O-])(O)=O.[Na+].[CH3:12][O:13][C:14]1[CH:19]=[CH:18][C:17]([S:20](Cl)(=[O:22])=[O:21])=[CH:16][C:15]=1[N+:24]([O-:26])=[O:25]. (3) Given the product [CH2:1]([C:3]1[CH2:10][C@@H:11]2[C@H:5]([CH:4]=1)[C:6](=[CH:26][C:27]([O:29][C:30]([CH3:33])([CH3:32])[CH3:31])=[O:28])[CH2:12]2)[CH3:2], predict the reactants needed to synthesize it. The reactants are: [CH2:1]([CH:3]([CH2:10][CH:11]=[CH2:12])[CH:4](O)[CH2:5][C:6](O)=O)[CH3:2].C([O-])(=O)C.[K+].[H-].[Na+].COP([CH2:26][C:27]([O:29][C:30]([CH3:33])([CH3:32])[CH3:31])=[O:28])(OC)=O.